From a dataset of Forward reaction prediction with 1.9M reactions from USPTO patents (1976-2016). Predict the product of the given reaction. (1) Given the reactants Br[C:2]1[CH:3]=[CH:4][C:5]2[C@H:10]([CH2:11][CH2:12][OH:13])[O:9][CH2:8][CH2:7][C:6]=2[CH:14]=1.[NH:15]1[CH2:20][CH2:19][S:18][CH2:17][CH2:16]1.C1(P(C2C=CC=CC=2)C2C=CC3C(=CC=CC=3)C=2C2C3C(=CC=CC=3)C=CC=2P(C2C=CC=CC=2)C2C=CC=CC=2)C=CC=CC=1.CC(C)([O-])C.[Na+], predict the reaction product. The product is: [N:15]1([C:2]2[CH:3]=[CH:4][C:5]3[C@H:10]([CH2:11][CH2:12][OH:13])[O:9][CH2:8][CH2:7][C:6]=3[CH:14]=2)[CH2:20][CH2:19][S:18][CH2:17][CH2:16]1. (2) The product is: [C:3]1([OH:4])[CH:10]=[CH:9][CH:7]=[CH:6][CH:5]=1.[S:13](=[O:15])(=[O:4])([OH:14])[NH2:12]. Given the reactants [H-].[Na+].[C:3]1([CH:10]=[CH:9][C:7](O)=[CH:6][CH:5]=1)[OH:4].C[N:12](C)[S:13](Cl)(=[O:15])=[O:14], predict the reaction product. (3) Given the reactants C(OC([NH:11][C:12]1[CH:13]=[N:14][CH:15]=[CH:16][C:17]=1[C@@H:18]1[CH2:27][C@H:26]([CH3:28])[C:21]2([O:25][CH2:24][CH2:23][O:22]2)[C@H:20]([NH:29][C:30](=[O:39])[O:31][CH2:32][C:33]2[CH:38]=[CH:37][CH:36]=[CH:35][CH:34]=2)[CH2:19]1)=O)C1C=CC=CC=1.C(ON1C(=O)CCC1=O)(OCC1C=CC=CC=1)=O, predict the reaction product. The product is: [NH2:11][C:12]1[CH:13]=[N:14][CH:15]=[CH:16][C:17]=1[C@H:18]1[CH2:27][C@@H:26]([CH3:28])[C:21]2([O:22][CH2:23][CH2:24][O:25]2)[C@@H:20]([NH:29][C:30](=[O:39])[O:31][CH2:32][C:33]2[CH:34]=[CH:35][CH:36]=[CH:37][CH:38]=2)[CH2:19]1.[NH2:11][C:12]1[CH:13]=[N:14][CH:15]=[CH:16][C:17]=1[C@@H:18]1[CH2:27][C@H:26]([CH3:28])[C:21]2([O:22][CH2:23][CH2:24][O:25]2)[C@H:20]([NH:29][C:30](=[O:39])[O:31][CH2:32][C:33]2[CH:34]=[CH:35][CH:36]=[CH:37][CH:38]=2)[CH2:19]1. (4) Given the reactants Br[C:2]1[CH:20]=[CH:19][C:5]([C:6]([NH:8][C:9]2[CH:18]=[C:17]3[C:12]([CH:13]=[CH:14][CH:15]=[N:16]3)=[CH:11][CH:10]=2)=[O:7])=[CH:4][CH:3]=1.[CH3:21][O:22][C:23]1[CH:28]=[CH:27][CH:26]=[CH:25][C:24]=1B(O)O, predict the reaction product. The product is: [CH3:21][O:22][C:23]1[CH:28]=[CH:27][CH:26]=[CH:25][C:24]=1[C:2]1[CH:20]=[CH:19][C:5]([C:6]([NH:8][C:9]2[CH:18]=[C:17]3[C:12]([CH:13]=[CH:14][CH:15]=[N:16]3)=[CH:11][CH:10]=2)=[O:7])=[CH:4][CH:3]=1. (5) Given the reactants [NH2:1][C:2]1[CH:7]=[CH:6][C:5](Br)=[C:4]([CH3:9])[N:3]=1.[N:10]1([S:16]([C:19]2[CH:24]=[CH:23][C:22]([SH:25])=[CH:21][CH:20]=2)(=[O:18])=[O:17])[CH2:15][CH2:14][CH2:13][CH2:12][CH2:11]1.[Cl:26][C:27]1[CH:32]=[C:31]([Cl:33])[C:30]([CH3:34])=[CH:29][C:28]=1[S:35](Cl)(=[O:37])=[O:36], predict the reaction product. The product is: [Cl:26][C:27]1[CH:32]=[C:31]([Cl:33])[C:30]([CH3:34])=[CH:29][C:28]=1[S:35]([NH:1][C:2]1[CH:7]=[CH:6][C:5]([S:25][C:22]2[CH:21]=[CH:20][C:19]([S:16]([N:10]3[CH2:11][CH2:12][CH2:13][CH2:14][CH2:15]3)(=[O:18])=[O:17])=[CH:24][CH:23]=2)=[C:4]([CH3:9])[N:3]=1)(=[O:37])=[O:36]. (6) Given the reactants [N:1]1[CH:6]=[CH:5][CH:4]=[C:3](B(O)O)[CH:2]=1.[N-:10]=[N+:11]=[N-:12].[Na+], predict the reaction product. The product is: [N:10]([C:3]1[CH:2]=[N:1][CH:6]=[CH:5][CH:4]=1)=[N+:11]=[N-:12].